Dataset: Catalyst prediction with 721,799 reactions and 888 catalyst types from USPTO. Task: Predict which catalyst facilitates the given reaction. (1) Reactant: [OH:1][CH2:2][CH2:3][N:4]1[CH:8]=[C:7]([NH:9][C:10]2[C:11]([C:25]([NH2:27])=[O:26])=[N:12][C:13]([CH:22]([CH3:24])[CH3:23])=[C:14]([O:16][C@@H:17]3[CH2:21][CH2:20][NH:19][CH2:18]3)[N:15]=2)[CH:6]=[N:5]1.C(N(C(C)C)CC)(C)C.[C:37](Cl)(=[O:40])[CH:38]=[CH2:39]. Product: [C:37]([N:19]1[CH2:20][CH2:21][C@@H:17]([O:16][C:14]2[N:15]=[C:10]([NH:9][C:7]3[CH:6]=[N:5][N:4]([CH2:3][CH2:2][OH:1])[CH:8]=3)[C:11]([C:25]([NH2:27])=[O:26])=[N:12][C:13]=2[CH:22]([CH3:23])[CH3:24])[CH2:18]1)(=[O:40])[CH:38]=[CH2:39]. The catalyst class is: 22. (2) Reactant: [Cl:1][C:2]1[CH:9]=[CH:8][C:5]([CH:6]=O)=[CH:4][CH:3]=1.C(O)(=O)[CH2:11][C:12]([OH:14])=[O:13].N1CCCCC1.Cl. Product: [Cl:1][C:2]1[CH:9]=[CH:8][C:5]([CH:6]=[CH:11][C:12]([OH:14])=[O:13])=[CH:4][CH:3]=1. The catalyst class is: 17.